The task is: Predict the reaction yield, written as a fraction of the theoretical maximum amount of product (1.0 means a 100% yield; for example, 0.34 means a 34% yield).. This data is from Reaction yield outcomes from USPTO patents with 853,638 reactions. (1) The reactants are [CH3:1][O:2][C:3]1[CH:9]=[C:8]([O:10][CH3:11])[C:7]([O:12][CH3:13])=[CH:6][C:4]=1[NH2:5].[C:14](Cl)(Cl)=[O:15]. The catalyst is CCOC(C)=O. The product is [N:5]([C:4]1[CH:6]=[C:7]([O:12][CH3:13])[C:8]([O:10][CH3:11])=[CH:9][C:3]=1[O:2][CH3:1])=[C:14]=[O:15]. The yield is 0.990. (2) The reactants are F[C:2]1[CH:7]=[CH:6][N:5]2[C:8]([C:11]([NH:13][C:14]3[CH:22]=[CH:21][CH:20]=[C:19]4[C:15]=3[C:16]([CH3:33])=[N:17][N:18]4[CH2:23][C:24]3[CH:29]=[CH:28][CH:27]=[C:26]([CH:30]([CH3:32])[CH3:31])[N:25]=3)=[O:12])=[CH:9][N:10]=[C:4]2[CH:3]=1.[O:34]1[CH2:39][CH2:38][N:37]([CH2:40][CH2:41][OH:42])[CH2:36][CH2:35]1.CC(C)([O-])C.[K+]. The catalyst is CC(O)(C)C.O. The product is [CH:30]([C:26]1[N:25]=[C:24]([CH2:23][N:18]2[C:19]3[C:15](=[C:14]([NH:13][C:11]([C:8]4[N:5]5[CH:6]=[CH:7][C:2]([O:42][CH2:41][CH2:40][N:37]6[CH2:38][CH2:39][O:34][CH2:35][CH2:36]6)=[CH:3][C:4]5=[N:10][CH:9]=4)=[O:12])[CH:22]=[CH:21][CH:20]=3)[C:16]([CH3:33])=[N:17]2)[CH:29]=[CH:28][CH:27]=1)([CH3:31])[CH3:32]. The yield is 0.530. (3) The reactants are CN(C(ON1N=NC2C=CC=NC1=2)=[N+](C)C)C.F[P-](F)(F)(F)(F)F.[C:25]([O:29][C:30]([NH:32][C@@H:33]([C@H:45]([CH3:53])[CH2:46][CH:47]([CH3:52])[CH2:48][CH2:49][CH:50]=[CH2:51])[C:34]([N:36]1[CH2:40][C@H:39]([OH:41])[CH2:38][C@H:37]1[C:42](O)=[O:43])=[O:35])=[O:31])([CH3:28])([CH3:27])[CH3:26].C1(C)C=CC(S(O)(=O)=O)=CC=1.[NH2:65][C@:66]1([C:71]([NH:73][S:74]([CH:77]2[CH2:79][CH2:78]2)(=[O:76])=[O:75])=[O:72])[CH2:68][C@H:67]1[CH:69]=[CH2:70].CCN(C(C)C)C(C)C. The catalyst is C(Cl)Cl. The product is [CH:77]1([S:74]([NH:73][C:71]([C@@:66]2([NH:65][C:42]([C@@H:37]3[CH2:38][C@@H:39]([OH:41])[CH2:40][N:36]3[C:34](=[O:35])[C@@H:33]([NH:32][C:30](=[O:31])[O:29][C:25]([CH3:26])([CH3:28])[CH3:27])[C@H:45]([CH3:53])[CH2:46][CH:47]([CH3:52])[CH2:48][CH2:49][CH:50]=[CH2:51])=[O:43])[CH2:68][C@H:67]2[CH:69]=[CH2:70])=[O:72])(=[O:76])=[O:75])[CH2:79][CH2:78]1. The yield is 0.940. (4) The reactants are [OH:1][C@H:2]1[C@H:7]([CH2:8][OH:9])[CH2:6][CH2:5][NH:4][CH2:3]1.[C:10](O[C:10]([O:12][C:13]([CH3:16])([CH3:15])[CH3:14])=[O:11])([O:12][C:13]([CH3:16])([CH3:15])[CH3:14])=[O:11]. The catalyst is C(Cl)Cl. The product is [OH:1][C@H:2]1[C@H:7]([CH2:8][OH:9])[CH2:6][CH2:5][N:4]([C:10]([O:12][C:13]([CH3:16])([CH3:15])[CH3:14])=[O:11])[CH2:3]1. The yield is 0.688.